This data is from Full USPTO retrosynthesis dataset with 1.9M reactions from patents (1976-2016). The task is: Predict the reactants needed to synthesize the given product. (1) Given the product [Br:1][C:2]1[CH:8]=[CH:7][C:5]([NH:6][C:21](=[O:25])[CH:22]([CH3:24])[CH3:23])=[CH:4][CH:3]=1, predict the reactants needed to synthesize it. The reactants are: [Br:1][C:2]1[CH:8]=[CH:7][C:5]([NH2:6])=[CH:4][CH:3]=1.C(N(CC)CC)C.O1CCCC1.[C:21](Cl)(=[O:25])[CH:22]([CH3:24])[CH3:23]. (2) Given the product [F:1][C:2]1[CH:11]=[C:10]2[C:5](=[N:4][C:3]=1[O:13][CH2:14][CH2:15][CH2:16][CH2:17][N:22]1[CH2:23][CH2:24][N:19]([C:25]3[CH:26]=[CH:27][CH:28]=[C:29]4[C:34]=3[N:33]=[CH:32][CH:31]=[CH:30]4)[CH2:20][CH2:21]1)[NH:6][C:7](=[O:12])[CH2:8][CH2:9]2, predict the reactants needed to synthesize it. The reactants are: [F:1][C:2]1[C:3]([O:13][CH2:14][CH2:15][CH2:16][CH:17]=O)=[N:4][C:5]2[NH:6][C:7](=[O:12])[CH2:8][CH2:9][C:10]=2[CH:11]=1.[N:19]1([C:25]2[CH:26]=[CH:27][CH:28]=[C:29]3[C:34]=2[N:33]=[CH:32][CH:31]=[CH:30]3)[CH2:24][CH2:23][NH:22][CH2:21][CH2:20]1. (3) Given the product [C@@H:6]1([O:24][C:25]2[C:30]3[C:31]([CH2:34][CH2:35][C:36]4[CH:37]=[CH:38][C:39]([O:42][CH2:43][CH2:44][NH:46][CH:47]([CH2:50][OH:51])[CH2:48][OH:49])=[CH:40][CH:41]=4)=[CH:32][O:33][C:29]=3[CH:28]=[CH:27][CH:26]=2)[O:7][C@H:8]([CH2:19][OH:20])[C@@H:9]([OH:15])[C@H:10]([OH:11])[C@H:5]1[OH:4], predict the reactants needed to synthesize it. The reactants are: C([O:4][C@@H:5]1[C@@H:10]([O:11]C(=O)C)[C@H:9]([O:15]C(=O)C)[C@@H:8]([CH2:19][O:20]C(=O)C)[O:7][C@H:6]1[O:24][C:25]1[C:30]2[C:31]([CH2:34][CH2:35][C:36]3[CH:41]=[CH:40][C:39]([O:42][CH2:43][CH2:44]O)=[CH:38][CH:37]=3)=[CH:32][O:33][C:29]=2[CH:28]=[CH:27][CH:26]=1)(=O)C.[NH2:46][CH:47]([CH2:50][OH:51])[CH2:48][OH:49].NCCO. (4) Given the product [CH2:34]([NH:36][C:27]([C:24]1[CH:23]=[CH:22][C:21]([C:17]2[CH:18]=[CH:19][CH:20]=[C:15]([CH2:14][N:12]([C:10](=[O:11])[CH2:9][NH2:8])[CH3:13])[CH:16]=2)=[CH:26][CH:25]=1)=[O:29])[CH3:33], predict the reactants needed to synthesize it. The reactants are: C(OC([NH:8][CH2:9][C:10]([N:12]([CH2:14][C:15]1[CH:16]=[C:17]([C:21]2[CH:26]=[CH:25][C:24]([C:27]([OH:29])=O)=[CH:23][CH:22]=2)[CH:18]=[CH:19][CH:20]=1)[CH3:13])=[O:11])=O)(C)(C)C.C1C=C[C:33]2N(O)N=[N:36][C:34]=2C=1.C(N)C.N=C=N.[N-]=C=O.C(=O)([O-])[O-].